Dataset: Reaction yield outcomes from USPTO patents with 853,638 reactions. Task: Predict the reaction yield, written as a fraction of the theoretical maximum amount of product (1.0 means a 100% yield; for example, 0.34 means a 34% yield). (1) The reactants are [CH3:1][NH:2][C:3]1[CH:4]=[C:5]([C:9]2[CH:14]=[CH:13][C:12]([CH:15]=O)=[CH:11][CH:10]=2)[CH:6]=[CH:7][CH:8]=1.[S:17]1[CH2:21][C:20](=[O:22])[NH:19][C:18]1=[O:23]. No catalyst specified. The product is [CH3:1][NH:2][C:3]1[CH:4]=[C:5]([C:9]2[CH:10]=[CH:11][C:12]([CH:15]=[C:21]3[S:17][C:18](=[O:23])[NH:19][C:20]3=[O:22])=[CH:13][CH:14]=2)[CH:6]=[CH:7][CH:8]=1. The yield is 0.910. (2) The reactants are [CH2:1]([N:6]1[C:14]2[N:13]=[CH:12][N:11]([CH2:15][CH:16]=[CH2:17])[C:10]=2[C:9](=[O:18])[NH:8][C:7]1=[O:19])[CH2:2][CH2:3][CH2:4][CH3:5].[C:20](=O)([O-])[O-].[K+].[K+].CI. The catalyst is CN(C=O)C. The product is [CH3:20][N:8]1[C:9](=[O:18])[C:10]2[N:11]([CH2:15][CH:16]=[CH2:17])[CH:12]=[N:13][C:14]=2[N:6]([CH2:1][CH2:2][CH2:3][CH2:4][CH3:5])[C:7]1=[O:19]. The yield is 1.00.